Dataset: Forward reaction prediction with 1.9M reactions from USPTO patents (1976-2016). Task: Predict the product of the given reaction. (1) Given the reactants [CH2:1]([NH:3][C:4]1[C:5]([CH3:26])=[C:6]([C:23]([OH:25])=O)[CH:7]=[C:8]([C:10]2[CH:15]=[CH:14][C:13]([CH2:16][N:17]3[CH2:22][CH2:21][O:20][CH2:19][CH2:18]3)=[CH:12][CH:11]=2)[CH:9]=1)[CH3:2].[NH2:27][CH2:28][C:29]1[C:30](=[O:37])[NH:31][C:32]([CH3:36])=[CH:33][C:34]=1[CH3:35].C1CN([P+](ON2N=NC3C=CC=CC2=3)(N2CCCC2)N2CCCC2)CC1.F[P-](F)(F)(F)(F)F, predict the reaction product. The product is: [CH3:35][C:34]1[CH:33]=[C:32]([CH3:36])[NH:31][C:30](=[O:37])[C:29]=1[CH2:28][NH:27][C:23]([C:6]1[CH:7]=[C:8]([C:10]2[CH:15]=[CH:14][C:13]([CH2:16][N:17]3[CH2:22][CH2:21][O:20][CH2:19][CH2:18]3)=[CH:12][CH:11]=2)[CH:9]=[C:4]([NH:3][CH2:1][CH3:2])[C:5]=1[CH3:26])=[O:25]. (2) Given the reactants I[C:2]1[CH:3]=[N:4][N:5]([CH2:7][CH2:8][OH:9])[CH:6]=1.[C:10]([C:14]1[CH:18]=[C:17]([NH2:19])[NH:16][N:15]=1)([CH3:13])([CH3:12])[CH3:11].CN(C)[C@@H]1CCCC[C@H]1N.C(=O)([O-])[O-].[K+].[K+], predict the reaction product. The product is: [NH2:19][C:17]1[N:16]([C:2]2[CH:3]=[N:4][N:5]([CH2:7][CH2:8][OH:9])[CH:6]=2)[N:15]=[C:14]([C:10]([CH3:13])([CH3:12])[CH3:11])[CH:18]=1. (3) Given the reactants [F:1][C:2]1[CH:3]=[CH:4][CH:5]=[C:6]2[C:11]=1[N:10]=[C:9]([N:12]1[CH2:17][CH2:16][N:15]([C:18]3[CH:23]=[CH:22][CH:21]=[C:20]([O:24][CH3:25])[CH:19]=3)[CH2:14][CH2:13]1)[N:8]([C:26]1[CH:31]=[C:30]([C:32]([F:35])([F:34])[F:33])[CH:29]=[CH:28][C:27]=1[O:36][CH3:37])[CH:7]2[CH2:38][C:39]([O:41]C)=[O:40].[OH-].[Na+], predict the reaction product. The product is: [F:1][C:2]1[CH:3]=[CH:4][CH:5]=[C:6]2[C:11]=1[N:10]=[C:9]([N:12]1[CH2:13][CH2:14][N:15]([C:18]3[CH:23]=[CH:22][CH:21]=[C:20]([O:24][CH3:25])[CH:19]=3)[CH2:16][CH2:17]1)[N:8]([C:26]1[CH:31]=[C:30]([C:32]([F:35])([F:34])[F:33])[CH:29]=[CH:28][C:27]=1[O:36][CH3:37])[CH:7]2[CH2:38][C:39]([OH:41])=[O:40]. (4) Given the reactants [F:1][C:2]([F:12])([F:11])[C:3](=[O:10])[CH2:4][C:5]([O:7]CC)=O.[F:13][C:14]([F:34])([F:33])[C:15]1[CH:16]=[CH:17][C:18]([N:21]2[CH2:26][CH2:25][CH:24]([C:27]3[CH:31]=[C:30]([NH2:32])[NH:29][N:28]=3)[CH2:23][CH2:22]2)=[N:19][CH:20]=1.C(=O)(O)[O-].[Na+], predict the reaction product. The product is: [OH:10][C:3]1([C:2]([F:1])([F:11])[F:12])[CH2:4][C:5](=[O:7])[NH:32][C:30]2[NH:29][N:28]=[C:27]([CH:24]3[CH2:25][CH2:26][N:21]([C:18]4[CH:17]=[CH:16][C:15]([C:14]([F:13])([F:34])[F:33])=[CH:20][N:19]=4)[CH2:22][CH2:23]3)[C:31]1=2.